Dataset: Experimentally validated miRNA-target interactions with 360,000+ pairs, plus equal number of negative samples. Task: Binary Classification. Given a miRNA mature sequence and a target amino acid sequence, predict their likelihood of interaction. The miRNA is cel-miR-271 with sequence UCGCCGGGUGGAAAGCAUUC. The protein sequence of the target gene is MPSARFGRRGIVLLTLGLVGPCGVGGAAAGSSTGIMALRFLLGFLLAGVDLGVYLMRLELCDPTQRLRVALAGELVGVGGHFLFLGLALVSKDWRFLQRMITAPCILFLFYGWPGLFLESARWLIVKRQIEEAQSVLRILAERNRPHGQMLGEEAQEALQELENTCPLPATSTFSFASLLNYRNIWKNLLILGFTNFIAHAIRHCYQPVGGGGSPSDFYLCSLLASGTAALACVFLGVTVDRFGRRGILLLSMTLTGIASLVLLGLWDYLNDAAITTFSVLGLFSSQASAILSTLLASEV.... Result: 0 (no interaction).